This data is from Experimentally validated miRNA-target interactions with 360,000+ pairs, plus equal number of negative samples. The task is: Binary Classification. Given a miRNA mature sequence and a target amino acid sequence, predict their likelihood of interaction. (1) The protein sequence of the target gene is MAEYGAHITTASVADDQPSIFEVVAQDSLMTAVRPALQHVVKVLAESNPAHYGFLWRWFDEIFTLLDFLLQQHYLSRTSASFSEHFYGLKRIVAGSSPHLQRPASAGLPKEHLWKSAMFLVLLPYLKVKLEKLASSLREEDEYSIHPPSSRWKRFYRAFLAAYPFVNMAWEGWFLTQQLRYILGKAEHHSPLLKLAGVRLARLTAQDMQAIKQRLVEASAMQEPVRSVGEKIKSALKKAVGGVALSLSTGLSVGVFFLQFLDWWYSSENQEAIKSLTALPTPPPPVHLDYNSDSPLLPKM.... The miRNA is hsa-miR-6829-3p with sequence UGCCUCCUCCGUGGCCUCAG. Result: 0 (no interaction). (2) The miRNA is hsa-miR-6513-5p with sequence UUUGGGAUUGACGCCACAUGUCU. The protein sequence of the target gene is MTLNGGGSGAGGSRGGGQERERRRGSTPWGPAPPLHRRSMPVDERDLQAALTPGALTAAAAGTGTQGPRLDWPEDSEDSLSSGGSDSDESVYKVLLLGAPGVGKSALARIFGGVEDGPEAEAAGHTYDRSIVVDGEEASLMVYDIWEQDGGRWLPGHCMAMGDAYVIVYSVTDKGSFEKASELRVQLRRARQTDDVPIILVGNKSDLVRSREVSVDEGRACAVVFDCKFIETSAALHHNVQALFEGVVRQIRLRRDSKEANARRQAGTRRRESLGKKAKRFLGRIVARNSRKMAFRAKSK.... Result: 1 (interaction). (3) The miRNA is hsa-miR-6783-5p with sequence UAGGGGAAAAGUCCUGAUCCGG. The protein sequence of the target gene is MGSHPTPGLQRTTSAGYRLPPTRPPASVSPAARGGPMASRGLAGGCQAPQALKAQRVAQGAACDGVQQDQLWRELLEAERRGQQRWIQNWSFLKDYDPMGNKKEPEKLPDHVPLFSDTVPSSTNQVVGSRLDTPLGQTLIRMDFFFTEGARKKKLEDQMQPI. Result: 0 (no interaction). (4) The miRNA is hsa-miR-190a-3p with sequence CUAUAUAUCAAACAUAUUCCU. The protein sequence of the target gene is MAAAVGRLLRASVARHVSAIPWGISATAALRPAACGRTSLTNLLCSGSSQAKLFSTSSSCHAPAVTQHAPYFKGTAVVNGEFKDLSLDDFKGKYLVLFFYPLDFTFVCPTEIVAFSDKANEFHDVNCEVVAVSVDSHFSHLAWINTPRKNGGLGHMNIALLSDLTKQISRDYGVLLEGSGLALRGLFIIDPNGVIKHLSVNDLPVGRSVEETLRLVKAFQYVETHGEVCPANWTPDSPTIKPSPAASKEYFQKVNQ. Result: 0 (no interaction). (5) The miRNA is rno-miR-125a-5p with sequence UCCCUGAGACCCUUUAACCUGUGA. The protein sequence of the target gene is MNFTPTRTPICRKISFASKRGAGSGFGDTNRWKKMADSMESTPLPSVEDRLAVLCPSQELLEYYQKKMANCESENEDLLKKLELYREACEEQHKLEWNLQQREEEIAELQKALSDMQVCLFQEREHVLRLYSENDRLRIRELEDKKKIQNLLALVGPDAGEVTYFHKEPPHRVSILQKTLQAAVACEPSASKADPGVSKRQVRIKDKEGISERHQRDTEMLLLQVEALQAQLGEQTKLSREQVEGLMEDRRIRVEEIQVQHQRNQEKIMELTKSLHHTQELLYESTKDFLQLKFENQNKE.... Result: 0 (no interaction). (6) The miRNA is hsa-miR-6509-5p with sequence AUUAGGUAGUGGCAGUGGAAC. The protein sequence of the target gene is MAAPAGGGGSAVSVLAPNGRRHTVKVTPSTVLLQVLEDTCRRQDFNPSEYDLKFQRTVLDLSLQWRFANLPNNAKLEMVPVSRSREGPENIVRIAFQLDDGSRLQDAFCSRQTLWELLSHFAQTRERLQQLGEKTPVCVYMRNEVTGRAALQNTTLQSLGLTGGSATIRFVIKQCDTAGKQESIAVRSKAPGSPVSSLSADQASSSTLLPLNSGEFSRGDLNHEGDANTSGTGLEGGPKPTDAQTKQSTSEPASAPFVPFSGGGQRLGGPSASLRPLTSPSANSSKSFSGPGGPSKPKKP.... Result: 0 (no interaction).